From a dataset of Reaction yield outcomes from USPTO patents with 853,638 reactions. Predict the reaction yield, written as a fraction of the theoretical maximum amount of product (1.0 means a 100% yield; for example, 0.34 means a 34% yield). No catalyst specified. The yield is 0.580. The product is [CH:10]1[C:11]2[CH:12]([CH2:14][O:15][C:16]([NH:18][C:19]3[CH:20]=[CH:21][C:22]([C:23]([C:25]4[CH:26]=[CH:27][C:28]([NH:35][C:41](=[O:42])[C:40]5[CH:44]=[CH:45][C:46]([Cl:48])=[CH:47][C:39]=5[Cl:38])=[C:29]([CH:34]=4)[C:30]([O:32][CH3:33])=[O:31])=[O:24])=[CH:36][CH:37]=3)=[O:17])[C:13]3[C:5](=[CH:4][CH:3]=[CH:2][CH:1]=3)[C:6]=2[CH:7]=[CH:8][CH:9]=1. The reactants are [CH:1]1[C:13]2[CH:12]([CH2:14][O:15][C:16]([NH:18][C:19]3[CH:37]=[CH:36][C:22]([C:23]([C:25]4[CH:26]=[CH:27][C:28]([NH2:35])=[C:29]([CH:34]=4)[C:30]([O:32][CH3:33])=[O:31])=[O:24])=[CH:21][CH:20]=3)=[O:17])[C:11]3[C:6](=[CH:7][CH:8]=[CH:9][CH:10]=3)[C:5]=2[CH:4]=[CH:3][CH:2]=1.[Cl:38][C:39]1[CH:47]=[C:46]([Cl:48])[CH:45]=[CH:44][C:40]=1[C:41](Cl)=[O:42].